Dataset: Forward reaction prediction with 1.9M reactions from USPTO patents (1976-2016). Task: Predict the product of the given reaction. Given the reactants [CH2:1]([O:3][C:4](=[O:15])[CH2:5][CH2:6][C:7]1[CH:12]=[CH:11][C:10]([OH:13])=[CH:9][C:8]=1[CH3:14])[CH3:2].Br[CH2:17][C:18]1[N:23]=[CH:22][C:21]([C:24]2[CH:29]=[CH:28][C:27]([C:30]([F:33])([F:32])[F:31])=[CH:26][CH:25]=2)=[CH:20][N:19]=1, predict the reaction product. The product is: [CH2:1]([O:3][C:4](=[O:15])[CH2:5][CH2:6][C:7]1[CH:12]=[CH:11][C:10]([O:13][CH2:17][C:18]2[N:19]=[CH:20][C:21]([C:24]3[CH:25]=[CH:26][C:27]([C:30]([F:33])([F:31])[F:32])=[CH:28][CH:29]=3)=[CH:22][N:23]=2)=[CH:9][C:8]=1[CH3:14])[CH3:2].